From a dataset of NCI-60 drug combinations with 297,098 pairs across 59 cell lines. Regression. Given two drug SMILES strings and cell line genomic features, predict the synergy score measuring deviation from expected non-interaction effect. (1) Drug 1: CNC(=O)C1=CC=CC=C1SC2=CC3=C(C=C2)C(=NN3)C=CC4=CC=CC=N4. Drug 2: CC12CCC3C(C1CCC2O)C(CC4=C3C=CC(=C4)O)CCCCCCCCCS(=O)CCCC(C(F)(F)F)(F)F. Cell line: ACHN. Synergy scores: CSS=11.9, Synergy_ZIP=-0.553, Synergy_Bliss=5.35, Synergy_Loewe=5.72, Synergy_HSA=5.76. (2) Drug 1: CC(CN1CC(=O)NC(=O)C1)N2CC(=O)NC(=O)C2. Drug 2: CC1=C(C=C(C=C1)NC(=O)C2=CC=C(C=C2)CN3CCN(CC3)C)NC4=NC=CC(=N4)C5=CN=CC=C5. Cell line: NCI-H460. Synergy scores: CSS=27.9, Synergy_ZIP=-1.33, Synergy_Bliss=-3.53, Synergy_Loewe=-7.33, Synergy_HSA=-4.53. (3) Drug 1: CCCS(=O)(=O)NC1=C(C(=C(C=C1)F)C(=O)C2=CNC3=C2C=C(C=N3)C4=CC=C(C=C4)Cl)F. Drug 2: CN1CCC(CC1)COC2=C(C=C3C(=C2)N=CN=C3NC4=C(C=C(C=C4)Br)F)OC. Cell line: MCF7. Synergy scores: CSS=8.47, Synergy_ZIP=-1.93, Synergy_Bliss=3.76, Synergy_Loewe=-0.292, Synergy_HSA=2.11. (4) Drug 1: CCC1(CC2CC(C3=C(CCN(C2)C1)C4=CC=CC=C4N3)(C5=C(C=C6C(=C5)C78CCN9C7C(C=CC9)(C(C(C8N6C)(C(=O)OC)O)OC(=O)C)CC)OC)C(=O)OC)O.OS(=O)(=O)O. Drug 2: C1=CC=C(C(=C1)C(C2=CC=C(C=C2)Cl)C(Cl)Cl)Cl. Cell line: UO-31. Synergy scores: CSS=0.981, Synergy_ZIP=0.161, Synergy_Bliss=0.782, Synergy_Loewe=-0.439, Synergy_HSA=-0.197. (5) Synergy scores: CSS=-0.0460, Synergy_ZIP=-1.01, Synergy_Bliss=3.04, Synergy_Loewe=-5.35, Synergy_HSA=0.370. Cell line: TK-10. Drug 1: CC1CCC2CC(C(=CC=CC=CC(CC(C(=O)C(C(C(=CC(C(=O)CC(OC(=O)C3CCCCN3C(=O)C(=O)C1(O2)O)C(C)CC4CCC(C(C4)OC)OCCO)C)C)O)OC)C)C)C)OC. Drug 2: CN1C2=C(C=C(C=C2)N(CCCl)CCCl)N=C1CCCC(=O)O.Cl. (6) Drug 2: CC1C(C(CC(O1)OC2CC(CC3=C2C(=C4C(=C3O)C(=O)C5=CC=CC=C5C4=O)O)(C(=O)C)O)N)O. Cell line: HL-60(TB). Drug 1: CC(C)(C#N)C1=CC(=CC(=C1)CN2C=NC=N2)C(C)(C)C#N. Synergy scores: CSS=46.2, Synergy_ZIP=4.63, Synergy_Bliss=3.83, Synergy_Loewe=-6.80, Synergy_HSA=4.04. (7) Drug 1: C1=CN(C(=O)N=C1N)C2C(C(C(O2)CO)O)O.Cl. Drug 2: CC1C(C(CC(O1)OC2CC(OC(C2O)C)OC3=CC4=CC5=C(C(=O)C(C(C5)C(C(=O)C(C(C)O)O)OC)OC6CC(C(C(O6)C)O)OC7CC(C(C(O7)C)O)OC8CC(C(C(O8)C)O)(C)O)C(=C4C(=C3C)O)O)O)O. Cell line: SK-MEL-5. Synergy scores: CSS=38.6, Synergy_ZIP=-3.96, Synergy_Bliss=0.0798, Synergy_Loewe=-0.184, Synergy_HSA=0.605. (8) Drug 1: CC1C(C(=O)NC(C(=O)N2CCCC2C(=O)N(CC(=O)N(C(C(=O)O1)C(C)C)C)C)C(C)C)NC(=O)C3=C4C(=C(C=C3)C)OC5=C(C(=O)C(=C(C5=N4)C(=O)NC6C(OC(=O)C(N(C(=O)CN(C(=O)C7CCCN7C(=O)C(NC6=O)C(C)C)C)C)C(C)C)C)N)C. Drug 2: C1CN1P(=S)(N2CC2)N3CC3. Cell line: 786-0. Synergy scores: CSS=22.8, Synergy_ZIP=-3.54, Synergy_Bliss=0.256, Synergy_Loewe=0.0172, Synergy_HSA=1.39. (9) Drug 1: CC(C1=C(C=CC(=C1Cl)F)Cl)OC2=C(N=CC(=C2)C3=CN(N=C3)C4CCNCC4)N. Drug 2: CCC1=CC2CC(C3=C(CN(C2)C1)C4=CC=CC=C4N3)(C5=C(C=C6C(=C5)C78CCN9C7C(C=CC9)(C(C(C8N6C)(C(=O)OC)O)OC(=O)C)CC)OC)C(=O)OC.C(C(C(=O)O)O)(C(=O)O)O. Cell line: CAKI-1. Synergy scores: CSS=38.6, Synergy_ZIP=-1.46, Synergy_Bliss=1.10, Synergy_Loewe=0.999, Synergy_HSA=4.57. (10) Drug 1: CS(=O)(=O)C1=CC(=C(C=C1)C(=O)NC2=CC(=C(C=C2)Cl)C3=CC=CC=N3)Cl. Drug 2: C1CCC(C1)C(CC#N)N2C=C(C=N2)C3=C4C=CNC4=NC=N3. Cell line: SF-295. Synergy scores: CSS=9.06, Synergy_ZIP=-1.34, Synergy_Bliss=3.44, Synergy_Loewe=4.25, Synergy_HSA=4.08.